From a dataset of Catalyst prediction with 721,799 reactions and 888 catalyst types from USPTO. Predict which catalyst facilitates the given reaction. (1) Reactant: I.[S:2]1[CH:6]=[CH:5][CH:4]=[C:3]1[C:7](SC)=[NH:8].[N:11]1([CH2:16][CH2:17][N:18]2[CH2:23][CH2:22][S:21][C:20]3[CH:24]=[C:25]([NH2:28])[CH:26]=[CH:27][C:19]2=3)[CH2:15][CH2:14][CH2:13][CH2:12]1. The catalyst class is: 14. Product: [N:11]1([CH2:16][CH2:17][N:18]2[CH2:23][CH2:22][S:21][C:20]3[CH:24]=[C:25]([NH:28][C:7]([C:3]4[S:2][CH:6]=[CH:5][CH:4]=4)=[NH:8])[CH:26]=[CH:27][C:19]2=3)[CH2:15][CH2:14][CH2:13][CH2:12]1. (2) Reactant: [CH3:1][O:2][CH2:3][CH2:4][N:5]1[CH:14]([C:15]#[C:16][Si:17]([CH3:20])([CH3:19])[CH3:18])[CH:13]([C:21](O)=[O:22])[C:12]2[C:7](=[CH:8][CH:9]=[CH:10][CH:11]=2)[C:6]1=[O:24].CN(C(ON1N=NC2C=CC=NC1=2)=[N+](C)C)C.F[P-](F)(F)(F)(F)F.[N:49]1([C:54]2[CH:60]=[CH:59][C:57]([NH2:58])=[CH:56][CH:55]=2)[CH:53]=[CH:52][CH:51]=[CH:50]1.C(NC(C)C)(C)C. Product: [N:49]1([C:54]2[CH:60]=[CH:59][C:57]([NH:58][C:21]([CH:13]3[C:12]4[C:7](=[CH:8][CH:9]=[CH:10][CH:11]=4)[C:6](=[O:24])[N:5]([CH2:4][CH2:3][O:2][CH3:1])[CH:14]3[C:15]#[C:16][Si:17]([CH3:20])([CH3:19])[CH3:18])=[O:22])=[CH:56][CH:55]=2)[CH:50]=[CH:51][CH:52]=[CH:53]1. The catalyst class is: 4. (3) Reactant: O[CH:2]([C:17]1[N:18]=[CH:19][N:20](C(C2C=CC=CC=2)(C2C=CC=CC=2)C2C=CC=CC=2)[CH:21]=1)[C:3]1[CH:8]=[CH:7][CH:6]=[CH:5][C:4]=1[C:9]1[CH:14]=[CH:13][C:12]([C:15]#[N:16])=[CH:11][CH:10]=1.C([SiH](CC)CC)C.FC(F)(F)C(O)=O. Product: [NH:20]1[CH:21]=[C:17]([CH2:2][C:3]2[CH:8]=[CH:7][CH:6]=[CH:5][C:4]=2[C:9]2[CH:14]=[CH:13][C:12]([C:15]#[N:16])=[CH:11][CH:10]=2)[N:18]=[CH:19]1. The catalyst class is: 2. (4) Reactant: [CH2:1]([C:8]1[CH:9]=[N:10][C:11]([N:14]2[CH2:19][CH2:18][N:17](C(OC(C)(C)C)=O)[CH2:16][CH2:15]2)=[N:12][CH:13]=1)[C:2]1[CH:7]=[CH:6][CH:5]=[CH:4][CH:3]=1.[ClH:27].O1CCOCC1. Product: [ClH:27].[CH2:1]([C:8]1[CH:9]=[N:10][C:11]([N:14]2[CH2:19][CH2:18][NH:17][CH2:16][CH2:15]2)=[N:12][CH:13]=1)[C:2]1[CH:7]=[CH:6][CH:5]=[CH:4][CH:3]=1. The catalyst class is: 12. (5) Product: [F:1][C:2]1[CH:7]=[C:6]([CH2:8][N:37]2[C:36]([O:43][C:44]3[CH:45]=[C:46]([CH:49]=[C:50]([CH3:52])[CH:51]=3)[C:47]#[N:48])=[C:35]([CH:32]([CH3:33])[CH3:34])[C:40](=[O:41])[NH:39][C:38]2=[O:42])[CH:5]=[C:4]([NH:10][CH2:11][C:12]2[CH:17]=[CH:16][C:15]([O:18][CH3:19])=[CH:14][CH:13]=2)[N:3]=1. The catalyst class is: 794. Reactant: [F:1][C:2]1[CH:7]=[C:6]([CH2:8]O)[CH:5]=[C:4]([NH:10][CH2:11][C:12]2[CH:17]=[CH:16][C:15]([O:18][CH3:19])=[CH:14][CH:13]=2)[N:3]=1.C(N(CC)CC)C.CS(Cl)(=O)=O.[CH:32]([C:35]1[C:40](=[O:41])[NH:39][C:38](=[O:42])[NH:37][C:36]=1[O:43][C:44]1[CH:45]=[C:46]([CH:49]=[C:50]([CH3:52])[CH:51]=1)[C:47]#[N:48])([CH3:34])[CH3:33].C(=O)([O-])[O-].[K+].[K+].[I-].[Li+]. (6) Reactant: [CH:1]1[C:13]2[CH:12]([CH2:14][O:15][C:16]([NH:18][CH2:19][CH2:20][N:21]([CH2:37][C:38]([O:40]C(C)(C)C)=[O:39])[S:22]([C:25]3[CH:30]=[CH:29][C:28]([C:31]4[CH:36]=[CH:35][CH:34]=[CH:33][CH:32]=4)=[CH:27][CH:26]=3)(=[O:24])=[O:23])=[O:17])[C:11]3[C:6](=[CH:7][CH:8]=[CH:9][CH:10]=3)[C:5]=2[CH:4]=[CH:3][CH:2]=1.FC(F)(F)C(O)=O. Product: [CH:1]1[C:13]2[CH:12]([CH2:14][O:15][C:16]([NH:18][CH2:19][CH2:20][N:21]([CH2:37][C:38]([OH:40])=[O:39])[S:22]([C:25]3[CH:26]=[CH:27][C:28]([C:31]4[CH:36]=[CH:35][CH:34]=[CH:33][CH:32]=4)=[CH:29][CH:30]=3)(=[O:23])=[O:24])=[O:17])[C:11]3[C:6](=[CH:7][CH:8]=[CH:9][CH:10]=3)[C:5]=2[CH:4]=[CH:3][CH:2]=1. The catalyst class is: 2. (7) Reactant: [Br:1][C:2]1[CH:8]=[C:7]([C:9]2[N:10]=[CH:11][O:12][CH:13]=2)[C:6]([O:14][CH3:15])=[CH:5][C:3]=1[NH2:4].[H-].[Na+].Cl[CH2:19][C:20]1[CH:25]=[CH:24][C:23]([O:26][CH3:27])=[CH:22][CH:21]=1. Product: [Br:1][C:2]1[CH:8]=[C:7]([C:9]2[N:10]=[CH:11][O:12][CH:13]=2)[C:6]([O:14][CH3:15])=[CH:5][C:3]=1[N:4]([CH2:19][C:20]1[CH:25]=[CH:24][C:23]([O:26][CH3:27])=[CH:22][CH:21]=1)[CH2:19][C:20]1[CH:25]=[CH:24][C:23]([O:26][CH3:27])=[CH:22][CH:21]=1. The catalyst class is: 3. (8) Reactant: [Br:1][C:2]1[CH:3]=[N:4][C:5]([Cl:14])=[C:6]([CH:13]=1)[C:7](N(OC)C)=[O:8].[CH3:15][Mg]Br.ClC1C=CC(C[C@@H]2NCCN(C3SC(C4C=C5C(=CC=4)C=NC=C5)=NN=3)C2)=CC=1. Product: [Br:1][C:2]1[CH:13]=[C:6]([C:7](=[O:8])[CH3:15])[C:5]([Cl:14])=[N:4][CH:3]=1. The catalyst class is: 1.